This data is from NCI-60 drug combinations with 297,098 pairs across 59 cell lines. The task is: Regression. Given two drug SMILES strings and cell line genomic features, predict the synergy score measuring deviation from expected non-interaction effect. (1) Drug 1: C1=NC2=C(N=C(N=C2N1C3C(C(C(O3)CO)O)F)Cl)N. Drug 2: CC1=C(N=C(N=C1N)C(CC(=O)N)NCC(C(=O)N)N)C(=O)NC(C(C2=CN=CN2)OC3C(C(C(C(O3)CO)O)O)OC4C(C(C(C(O4)CO)O)OC(=O)N)O)C(=O)NC(C)C(C(C)C(=O)NC(C(C)O)C(=O)NCCC5=NC(=CS5)C6=NC(=CS6)C(=O)NCCC[S+](C)C)O. Cell line: MALME-3M. Synergy scores: CSS=5.24, Synergy_ZIP=-1.39, Synergy_Bliss=1.30, Synergy_Loewe=-0.713, Synergy_HSA=-0.475. (2) Drug 1: CS(=O)(=O)CCNCC1=CC=C(O1)C2=CC3=C(C=C2)N=CN=C3NC4=CC(=C(C=C4)OCC5=CC(=CC=C5)F)Cl. Drug 2: CN(C(=O)NC(C=O)C(C(C(CO)O)O)O)N=O. Cell line: OVCAR3. Synergy scores: CSS=-0.245, Synergy_ZIP=-1.15, Synergy_Bliss=-3.87, Synergy_Loewe=-7.28, Synergy_HSA=-5.32. (3) Drug 1: CC1=C(C=C(C=C1)NC2=NC=CC(=N2)N(C)C3=CC4=NN(C(=C4C=C3)C)C)S(=O)(=O)N.Cl. Drug 2: CC1=CC2C(CCC3(C2CCC3(C(=O)C)OC(=O)C)C)C4(C1=CC(=O)CC4)C. Cell line: NCI-H522. Synergy scores: CSS=19.7, Synergy_ZIP=4.16, Synergy_Bliss=8.02, Synergy_Loewe=8.20, Synergy_HSA=8.08. (4) Drug 1: C1=CC(=CC=C1CCC2=CNC3=C2C(=O)NC(=N3)N)C(=O)NC(CCC(=O)O)C(=O)O. Drug 2: C1=CN(C=N1)CC(O)(P(=O)(O)O)P(=O)(O)O. Cell line: LOX IMVI. Synergy scores: CSS=36.6, Synergy_ZIP=0.130, Synergy_Bliss=-5.25, Synergy_Loewe=-29.3, Synergy_HSA=-5.11. (5) Drug 1: CN1CCC(CC1)COC2=C(C=C3C(=C2)N=CN=C3NC4=C(C=C(C=C4)Br)F)OC. Drug 2: CC12CCC3C(C1CCC2O)C(CC4=C3C=CC(=C4)O)CCCCCCCCCS(=O)CCCC(C(F)(F)F)(F)F. Cell line: SK-MEL-2. Synergy scores: CSS=1.81, Synergy_ZIP=1.09, Synergy_Bliss=2.87, Synergy_Loewe=0.150, Synergy_HSA=0.551. (6) Drug 1: CC(C)NC(=O)C1=CC=C(C=C1)CNNC.Cl. Drug 2: C(CN)CNCCSP(=O)(O)O. Cell line: SF-539. Synergy scores: CSS=-28.2, Synergy_ZIP=16.0, Synergy_Bliss=-1.50, Synergy_Loewe=-35.4, Synergy_HSA=-32.2. (7) Drug 1: CC1=C(N=C(N=C1N)C(CC(=O)N)NCC(C(=O)N)N)C(=O)NC(C(C2=CN=CN2)OC3C(C(C(C(O3)CO)O)O)OC4C(C(C(C(O4)CO)O)OC(=O)N)O)C(=O)NC(C)C(C(C)C(=O)NC(C(C)O)C(=O)NCCC5=NC(=CS5)C6=NC(=CS6)C(=O)NCCC[S+](C)C)O. Synergy scores: CSS=69.4, Synergy_ZIP=-5.33, Synergy_Bliss=-3.18, Synergy_Loewe=-0.423, Synergy_HSA=1.37. Drug 2: N.N.Cl[Pt+2]Cl. Cell line: CCRF-CEM.